Dataset: Reaction yield outcomes from USPTO patents with 853,638 reactions. Task: Predict the reaction yield, written as a fraction of the theoretical maximum amount of product (1.0 means a 100% yield; for example, 0.34 means a 34% yield). The reactants are [Cl:1][C:2]1[CH:22]=[C:21]([Cl:23])[CH:20]=[CH:19][C:3]=1[CH2:4][N:5]1[C:9]([CH2:10][CH2:11][C:12]([OH:14])=O)=[CH:8][C:7]([O:15][CH:16]([CH3:18])[CH3:17])=[N:6]1.[F:24][C:25]([F:37])([F:36])[C:26]1[CH:31]=[CH:30][C:29]([S:32]([NH2:35])(=[O:34])=[O:33])=[CH:28][CH:27]=1.N12CCCN=C1CCCCC2. The catalyst is O1CCCC1. The product is [Cl:1][C:2]1[CH:22]=[C:21]([Cl:23])[CH:20]=[CH:19][C:3]=1[CH2:4][N:5]1[C:9]([CH2:10][CH2:11][C:12]([NH:35][S:32]([C:29]2[CH:28]=[CH:27][C:26]([C:25]([F:24])([F:37])[F:36])=[CH:31][CH:30]=2)(=[O:33])=[O:34])=[O:14])=[CH:8][C:7]([O:15][CH:16]([CH3:18])[CH3:17])=[N:6]1. The yield is 0.890.